Dataset: Full USPTO retrosynthesis dataset with 1.9M reactions from patents (1976-2016). Task: Predict the reactants needed to synthesize the given product. (1) Given the product [CH3:1][O:2][CH2:3][O:4][C:5]1[C:6]([CH2:11][CH2:12][CH3:13])=[N:7][CH:8]=[CH:9][C:10]=1[CH:30]=[O:31], predict the reactants needed to synthesize it. The reactants are: [CH3:1][O:2][CH2:3][O:4][C:5]1[C:6]([CH2:11][CH2:12][CH3:13])=[N:7][CH:8]=[CH:9][CH:10]=1.CN(CCN(C)C)C.[Li]CCCC.CN([CH:30]=[O:31])C. (2) Given the product [CH3:8][C:9]([CH3:14])([CH3:13])[C:10](=[O:12])[CH:11]=[CH:6][C:3]1[CH:4]=[CH:5][S:1][CH:2]=1, predict the reactants needed to synthesize it. The reactants are: [S:1]1[CH:5]=[CH:4][C:3]([CH:6]=O)=[CH:2]1.[CH3:8][C:9]([CH3:14])([CH3:13])[C:10](=[O:12])[CH3:11].C[O-].[Na+].O. (3) Given the product [Cl:2][C:3]1[CH:8]=[CH:7][C:6]([N:10]2[CH:14]=[CH:13][C:12]([C:15]([O:17][CH2:18][CH3:19])=[O:16])=[N:11]2)=[CH:5][C:4]=1[F:9], predict the reactants needed to synthesize it. The reactants are: [Br-].[Cl:2][C:3]1[CH:8]=[CH:7][CH:6]=[CH:5][C:4]=1[F:9].[NH:10]1[CH:14]=[CH:13][C:12]([C:15]([O:17][CH2:18][CH3:19])=[O:16])=[N:11]1.C([O-])([O-])=O.[K+].[K+]. (4) Given the product [C:13]([O:34][C:33]([N:16]1[CH2:15][CH2:14][CH:13]([CH2:12][O:11][C:20]2[CH:30]=[CH:29][C:23]([C:24]([O:26][CH2:27][CH3:28])=[O:25])=[CH:22][C:21]=2[O:31][CH3:32])[CH2:18][CH2:17]1)=[O:36])([CH3:18])([CH3:14])[CH3:12], predict the reactants needed to synthesize it. The reactants are: CC1C=CC(S([O:11][CH2:12][CH:13]2[CH2:18][CH2:17][NH:16][CH2:15][CH2:14]2)(=O)=O)=CC=1.O[C:20]1[CH:30]=[CH:29][C:23]([C:24]([O:26][CH2:27][CH3:28])=[O:25])=[CH:22][C:21]=1[O:31][CH3:32].[C:33](=[O:36])([O-])[O-:34].[K+].[K+].